From a dataset of hERG channel blocking data for cardiac toxicity assessment. Regression/Classification. Given a drug SMILES string, predict its toxicity properties. Task type varies by dataset: regression for continuous values (e.g., LD50, hERG inhibition percentage) or binary classification for toxic/non-toxic outcomes (e.g., AMES mutagenicity, cardiotoxicity, hepatotoxicity). Dataset: herg. (1) The molecule is CC(C)(NC(=O)c1ccc(O)cc1)C(=O)O. The result is 0 (non-blocker). (2) The compound is C[C@@H](CN(C)C)CN1c2ccccc2Sc2ccc(C#N)cc21. The result is 1 (blocker). (3) The drug is CN(C)CCOC(c1ccccc1)c1ccccc1. The result is 1 (blocker).